Dataset: Forward reaction prediction with 1.9M reactions from USPTO patents (1976-2016). Task: Predict the product of the given reaction. (1) Given the reactants [NH2:1][C:2]1[CH:3]=[C:4]([Br:26])[C:5]([C@@H:8]([NH:18][C:19](=[O:25])[O:20][C:21]([CH3:24])([CH3:23])[CH3:22])[CH2:9][C:10]2[CH:15]=[C:14]([F:16])[CH:13]=[C:12]([F:17])[CH:11]=2)=[N:6][CH:7]=1.[Br:27]N1C(=O)CCC1=O, predict the reaction product. The product is: [NH2:1][C:2]1[CH:3]=[C:4]([Br:26])[C:5]([C@@H:8]([NH:18][C:19](=[O:25])[O:20][C:21]([CH3:23])([CH3:22])[CH3:24])[CH2:9][C:10]2[CH:15]=[C:14]([F:16])[CH:13]=[C:12]([F:17])[CH:11]=2)=[N:6][C:7]=1[Br:27]. (2) Given the reactants [OH:1][C:2]([C:16]([F:19])([F:18])[F:17])([CH2:5][CH:6]1[C:15]2[C:10](=[CH:11][CH:12]=[CH:13][CH:14]=2)[S:9][CH2:8][CH2:7]1)[CH:3]=O.[NH2:20][C:21]1[CH:30]=[CH:29][CH:28]=[C:27]2[C:22]=1[CH:23]=[N:24][C:25]([CH3:31])=[N:26]2, predict the reaction product. The product is: [S:9]1[C:10]2[C:15](=[CH:14][CH:13]=[CH:12][CH:11]=2)[CH:6]([CH2:5][C:2]([C:16]([F:19])([F:18])[F:17])([OH:1])[CH:3]=[N:20][C:21]2[CH:30]=[CH:29][CH:28]=[C:27]3[C:22]=2[CH:23]=[N:24][C:25]([CH3:31])=[N:26]3)[CH2:7][CH2:8]1. (3) Given the reactants [NH2:1][C:2]1[C:11]2[N:12]=[C:13]3[CH2:18][O:17][CH2:16][C@H:15]([CH3:19])[N:14]3[C:10]=2[C:9]2[C:4](=[CH:5][CH:6]=[C:7]([OH:20])[CH:8]=2)[N:3]=1.C(=O)([O-])[O-].[Cs+].[Cs+].Br[CH2:28][C:29]([N:31]1[CH2:36][CH2:35][O:34][CH2:33][CH2:32]1)=[O:30].O, predict the reaction product. The product is: [CH3:19][C@@H:15]1[N:14]2[C:10]3[C:9]4[C:4](=[CH:5][CH:6]=[C:7]([O:20][CH2:28][C:29]([N:31]5[CH2:36][CH2:35][O:34][CH2:33][CH2:32]5)=[O:30])[CH:8]=4)[N:3]=[C:2]([NH2:1])[C:11]=3[N:12]=[C:13]2[CH2:18][O:17][CH2:16]1. (4) Given the reactants [Al+3].[Cl-].[Cl-].[Cl-].[O:5]1[CH:9]=[CH:8][CH:7]=[C:6]1[C:10]([O:12][CH3:13])=[O:11].[C:14](Br)([CH3:17])([CH3:16])[CH3:15].Cl, predict the reaction product. The product is: [C:14]([C:9]1[O:5][C:6]([C:10]([O:12][CH3:13])=[O:11])=[CH:7][CH:8]=1)([CH3:17])([CH3:16])[CH3:15]. (5) Given the reactants [CH3:1][N:2]1[C:10]2[C:5](=[C:6]([CH3:11])[CH:7]=[CH:8][CH:9]=2)[CH:4]=[CH:3]1.[OH2:12].[Br-:13].[K+].BrBr, predict the reaction product. The product is: [Br:13][C:7]1[C:6]([CH3:11])=[C:5]2[C:10](=[CH:9][CH:8]=1)[N:2]([CH3:1])[C:3](=[O:12])[CH2:4]2. (6) Given the reactants [C:1]([O:5][C:6]([NH:8][C@H:9]([C:15]([O:17]CC1C=CC=CC=1)=[O:16])[C:10]([CH3:14])([CH2:12][OH:13])[CH3:11])=[O:7])([CH3:4])([CH3:3])[CH3:2].[C:25](OC(=O)C)(=[O:27])[CH3:26], predict the reaction product. The product is: [C:25]([O:13][CH2:12][C:10]([CH3:11])([CH3:14])[C@@H:9]([C:15]([OH:17])=[O:16])[NH:8][C:6]([O:5][C:1]([CH3:2])([CH3:3])[CH3:4])=[O:7])(=[O:27])[CH3:26]. (7) Given the reactants Br[C:2]1[C:9]([C:10]#[N:11])=[C:8]([O:12]C(C)C)[C:7]([O:16]C(C)C)=[CH:6][C:3]=1[C:4]#[N:5].[OH:20][C:21]1[CH:22]=[C:23]2[C:27](=[CH:28][CH:29]=1)[C:26](=[O:30])[CH2:25][CH2:24]2, predict the reaction product. The product is: [OH:12][C:8]1[C:7]([OH:16])=[CH:6][C:3]([C:4]#[N:5])=[C:2]([O:20][C:21]2[CH:22]=[C:23]3[C:27](=[CH:28][CH:29]=2)[C:26](=[O:30])[CH2:25][CH2:24]3)[C:9]=1[C:10]#[N:11]. (8) The product is: [CH3:27][N:25]([CH3:26])[CH:21]1[CH2:22][CH2:23][CH2:24][CH:20]1[CH2:19][C:15]1[CH:14]=[C:13]([C:9]2[N:8]=[C:30]([NH2:33])[CH:29]=[CH:11][CH:10]=2)[CH:18]=[CH:17][CH:16]=1. Given the reactants CC1NC(C)=CC=1C1C=[CH:11][CH:10]=[C:9]([C:13]2[CH:18]=[CH:17][CH:16]=[C:15]([CH2:19][CH:20]3[CH2:24][CH2:23][CH2:22][CH:21]3[N:25]([CH3:27])[CH3:26])[CH:14]=2)[N:8]=1.[CH2:29](O)[CH3:30].Cl.[NH2:33]O.Cl, predict the reaction product. (9) Given the reactants [CH3:1][S:2]([C:5]1[CH:10]=[CH:9][C:8]([C:11]2[N:16]=[CH:15][C:14]([O:17][CH:18]([CH:21]3[CH2:26][CH2:25][N:24]([C:27]([O:29][CH:30]([CH3:32])[CH3:31])=[O:28])[CH2:23][CH2:22]3)[CH2:19][CH3:20])=[CH:13][CH:12]=2)=[CH:7][CH:6]=1)(=[O:4])=[O:3].C(=O)=O, predict the reaction product. The product is: [CH3:1][S:2]([C:5]1[CH:10]=[CH:9][C:8]([C:11]2[N:16]=[CH:15][C:14]([O:17][C@@H:18]([CH:21]3[CH2:26][CH2:25][N:24]([C:27]([O:29][CH:30]([CH3:31])[CH3:32])=[O:28])[CH2:23][CH2:22]3)[CH2:19][CH3:20])=[CH:13][CH:12]=2)=[CH:7][CH:6]=1)(=[O:3])=[O:4]. (10) Given the reactants [NH2:1][C:2]1[CH:3]=[CH:4][C:5]([CH2:9][C:10]2[CH:15]=[CH:14][C:13]([O:16][CH3:17])=[CH:12][CH:11]=2)=[C:6]([OH:8])[CH:7]=1.[CH2:18]([O:25][C:26](ON1C(=O)CCC1=O)=[O:27])[C:19]1[CH:24]=[CH:23][CH:22]=[CH:21][CH:20]=1.C(OCC)(=O)C, predict the reaction product. The product is: [OH:8][C:6]1[CH:7]=[C:2]([NH:1][C:26](=[O:27])[O:25][CH2:18][C:19]2[CH:24]=[CH:23][CH:22]=[CH:21][CH:20]=2)[CH:3]=[CH:4][C:5]=1[CH2:9][C:10]1[CH:15]=[CH:14][C:13]([O:16][CH3:17])=[CH:12][CH:11]=1.